From a dataset of TCR-epitope binding with 47,182 pairs between 192 epitopes and 23,139 TCRs. Binary Classification. Given a T-cell receptor sequence (or CDR3 region) and an epitope sequence, predict whether binding occurs between them. (1) The epitope is NYSGVVTTVMF. The TCR CDR3 sequence is CASSFGRGHIEQFF. Result: 0 (the TCR does not bind to the epitope). (2) The epitope is SLYNTVATL. The TCR CDR3 sequence is CASSQGYGGLTYEQYF. Result: 0 (the TCR does not bind to the epitope). (3) The epitope is IPIQASLPF. Result: 0 (the TCR does not bind to the epitope). The TCR CDR3 sequence is CASNAGTGHPNEKLFF. (4) The epitope is MLNIPSINV. The TCR CDR3 sequence is CASSSGTGSYEQYF. Result: 0 (the TCR does not bind to the epitope). (5) The epitope is KLWAQCVQL. The TCR CDR3 sequence is CASSYYSGSSYNEQFF. Result: 1 (the TCR binds to the epitope). (6) Result: 1 (the TCR binds to the epitope). The TCR CDR3 sequence is CASLASGQGSHEQFF. The epitope is RAKFKQLL. (7) The epitope is KLWAQCVQL. The TCR CDR3 sequence is CASSLVAEQYF. Result: 1 (the TCR binds to the epitope).